This data is from Full USPTO retrosynthesis dataset with 1.9M reactions from patents (1976-2016). The task is: Predict the reactants needed to synthesize the given product. Given the product [CH3:1][O:2][C:3](=[O:23])[C:4]1[CH:5]=[C:6]([OH:15])[CH:7]=[C:8]([C:10]([C:13]#[N:14])([CH3:12])[CH3:11])[CH:9]=1, predict the reactants needed to synthesize it. The reactants are: [CH3:1][O:2][C:3](=[O:23])[C:4]1[CH:9]=[C:8]([C:10]([C:13]#[N:14])([CH3:12])[CH3:11])[CH:7]=[C:6]([O:15]CC2C=CC=CC=2)[CH:5]=1.